This data is from Catalyst prediction with 721,799 reactions and 888 catalyst types from USPTO. The task is: Predict which catalyst facilitates the given reaction. (1) Reactant: [C:1]([C:4]1[C:5]2[C@H:17]3[CH2:18][C@H:16]3[CH:15]([O:19][CH2:20][O:21][CH3:22])[C:6]=2[N:7]([CH2:9][C:10]([O:12][CH2:13][CH3:14])=[O:11])[N:8]=1)(=O)[NH2:2].C(N(CC)CC)C.FC(F)(F)C(OC(=O)C(F)(F)F)=O. Product: [C:1]([C:4]1[C:5]2[C@H:17]3[CH2:18][C@H:16]3[CH:15]([O:19][CH2:20][O:21][CH3:22])[C:6]=2[N:7]([CH2:9][C:10]([O:12][CH2:13][CH3:14])=[O:11])[N:8]=1)#[N:2]. The catalyst class is: 4. (2) Reactant: CC(=C)C.[C:5]1(=[O:11])[O:10][C:8](=[O:9])[CH:7]=[CH:6]1.C1C(N)=CC=C(O)C=1.CN1CCCC1=O.OC1C=CC([NH:34][C:35](=[O:41])/[CH:36]=[CH:37]\[C:38](O)=[O:39])=CC=1. Product: [C:35]1(=[O:41])[NH:34][C:38](=[O:39])[CH:37]=[CH:36]1.[C:8]1(=[O:9])[O:10][C:5](=[O:11])[CH:6]=[CH:7]1. The catalyst class is: 6. (3) Reactant: [C:1](OC(=O)C)(=[O:3])[CH3:2].S(C)C.[Br:11][C:12]1[CH:13]=[C:14]2[C:19](=[CH:20][CH:21]=1)[CH:18]=[C:17]([O:22][CH3:23])[CH:16]=[CH:15]2.C([O-])(O)=O.[Na+].C([O-])([O-])=O.[Na+].[Na+].CI. Product: [Br:11][C:12]1[CH:13]=[C:14]2[C:19](=[CH:20][CH:21]=1)[C:18]([C:1](=[O:3])[CH3:2])=[C:17]([O:22][CH3:23])[CH:16]=[CH:15]2. The catalyst class is: 2. (4) Reactant: CS[C:3]([NH:8][S:9]([CH3:12])(=[O:11])=[O:10])=[CH:4][N+:5]([O-:7])=[O:6].[CH2:13]([O:15][CH2:16][CH2:17][O:18][C:19]1[N:24]=[C:23]([NH:25][NH2:26])[CH:22]=[C:21]([C:27]([F:30])([F:29])[F:28])[CH:20]=1)[CH3:14]. Product: [CH2:13]([O:15][CH2:16][CH2:17][O:18][C:19]1[N:24]=[C:23]([N:25]([C:4]([N+:5]([O-:7])=[O:6])=[CH:3][NH:8][S:9]([CH3:12])(=[O:11])=[O:10])[NH2:26])[CH:22]=[C:21]([C:27]([F:30])([F:28])[F:29])[CH:20]=1)[CH3:14]. The catalyst class is: 8. (5) Reactant: CC([C:5]1(C(C)(C)C)[CH:10]([C:11]2[C:20]3[CH2:19][O:18][CH2:17][NH:16][C:15]=3[N:14]=[C:13]([C:21]3[C:26]([O:27]CC4C=CC(OC)=CC=4)=[CH:25][CH:24]=[CH:23][C:22]=3[O:37][CH2:38][CH:39]3[CH2:41][CH2:40]3)[CH:12]=2)[CH2:9][CH2:8][CH2:7][N:6]1C([O-])=O)(C)C.[ClH:49]. Product: [ClH:49].[CH:39]1([CH2:38][O:37][C:22]2[C:21]([C:13]3[CH:12]=[C:11]([CH:10]4[CH2:9][CH2:8][CH2:7][NH:6][CH2:5]4)[C:20]4[CH2:19][O:18][CH2:17][NH:16][C:15]=4[N:14]=3)=[C:26]([OH:27])[CH:25]=[CH:24][CH:23]=2)[CH2:40][CH2:41]1. The catalyst class is: 12. (6) Reactant: [CH2:1]([C:3]1[CH:8]=[CH:7][C:6]([S:9](Cl)(=[O:11])=[O:10])=[CH:5][CH:4]=1)[CH3:2].[NH2:13][CH:14]1[C:23]2[C:18](=[CH:19][CH:20]=[C:21]([CH2:24][C:25]([NH:27][CH:28]3[C:37]4[C:32](=[CH:33][CH:34]=[CH:35][CH:36]=4)[CH2:31][CH2:30][CH2:29]3)=[O:26])[CH:22]=2)[O:17][C:16]([CH3:39])([CH3:38])[CH:15]1[OH:40].C(N(CC)CC)C.CN(C)C=O. Product: [CH2:1]([C:3]1[CH:8]=[CH:7][C:6]([S:9]([NH:13][CH:14]2[C:23]3[C:18](=[CH:19][CH:20]=[C:21]([CH2:24][C:25]([NH:27][CH:28]4[C:37]5[C:32](=[CH:33][CH:34]=[CH:35][CH:36]=5)[CH2:31][CH2:30][CH2:29]4)=[O:26])[CH:22]=3)[O:17][C:16]([CH3:38])([CH3:39])[CH:15]2[OH:40])(=[O:11])=[O:10])=[CH:5][CH:4]=1)[CH3:2]. The catalyst class is: 46. (7) Reactant: [C:1]([NH:4][C@@H:5]([CH3:30])[CH2:6][O:7][C:8]1[N:13]=[CH:12][C:11]([NH:14][C:15](=[O:28])[C:16]2[CH:21]=[C:20]([Cl:22])[C:19]([O:23][CH2:24][CH:25]3[CH2:27][CH2:26]3)=[N:18][CH:17]=2)=[C:10](Cl)[CH:9]=1)(=[O:3])[CH3:2].C(=O)([O-])[O-].[K+].[K+].O. Product: [Cl:22][C:20]1[CH:21]=[C:16]([C:15]2[O:28][C:10]3[CH:9]=[C:8]([O:7][CH2:6][C@@H:5]([NH:4][C:1](=[O:3])[CH3:2])[CH3:30])[N:13]=[CH:12][C:11]=3[N:14]=2)[CH:17]=[N:18][C:19]=1[O:23][CH2:24][CH:25]1[CH2:27][CH2:26]1. The catalyst class is: 122.